This data is from Catalyst prediction with 721,799 reactions and 888 catalyst types from USPTO. The task is: Predict which catalyst facilitates the given reaction. (1) Reactant: [NH2:1][C:2]1[C:3](=[O:13])[N:4]([CH2:10][CH2:11][CH3:12])[C:5](=[O:9])[NH:6][C:7]=1[NH2:8].[CH:14]1([C:19](O)=[O:20])[CH2:18][CH2:17][CH2:16][CH2:15]1.Cl.C(N=C=NCCCN(C)C)C. Product: [NH2:8][C:7]1[NH:6][C:5](=[O:9])[N:4]([CH2:10][CH2:11][CH3:12])[C:3](=[O:13])[C:2]=1[NH:1][C:19]([CH:14]1[CH2:18][CH2:17][CH2:16][CH2:15]1)=[O:20]. The catalyst class is: 5. (2) Reactant: [CH2:1]([O:3][C:4](=[O:30])[C:5](=P(C1C=CC=CC=1)(C1C=CC=CC=1)C1C=CC=CC=1)[CH2:6][C:7]([F:10])([F:9])[F:8])[CH3:2].O.[F:32][C:33]([F:37])([F:36])[CH:34]=O. Product: [CH2:1]([O:3][C:4](=[O:30])[C:5]([CH2:6][C:7]([F:8])([F:9])[F:10])=[CH:34][C:33]([F:37])([F:36])[F:32])[CH3:2]. The catalyst class is: 1. (3) Reactant: [CH2:1]([O:5][CH2:6][CH2:7][O:8][C:9]1[CH:14]=[CH:13][C:12]([C:15]2[CH:16]=[CH:17][C:18]3[N:24]([C:25](=[O:30])[C:26]([F:29])([F:28])[F:27])[CH2:23][CH2:22][C:21]([C:31]([NH:33][C:34]4[CH:39]=[CH:38][C:37]([CH:40]([OH:47])[C:41]5[CH:46]=[CH:45][CH:44]=[CH:43][N:42]=5)=[C:36]([O:48][CH2:49][C:50]([F:53])([F:52])[F:51])[CH:35]=4)=[O:32])=[CH:20][C:19]=3[CH:54]=2)=[CH:11][CH:10]=1)[CH2:2][CH2:3][CH3:4].ClC1C=CC=C(C(OO)=[O:63])C=1.S([O-])([O-])(=O)=S.[Na+].[Na+]. Product: [CH2:1]([O:5][CH2:6][CH2:7][O:8][C:9]1[CH:14]=[CH:13][C:12]([C:15]2[CH:16]=[CH:17][C:18]3[N:24]([C:25](=[O:30])[C:26]([F:27])([F:29])[F:28])[CH2:23][CH2:22][C:21]([C:31]([NH:33][C:34]4[CH:39]=[CH:38][C:37]([CH:40]([OH:47])[C:41]5[CH:46]=[CH:45][CH:44]=[CH:43][N+:42]=5[O-:63])=[C:36]([O:48][CH2:49][C:50]([F:53])([F:51])[F:52])[CH:35]=4)=[O:32])=[CH:20][C:19]=3[CH:54]=2)=[CH:11][CH:10]=1)[CH2:2][CH2:3][CH3:4]. The catalyst class is: 4. (4) Reactant: [F:1][C:2]1[CH:39]=[CH:38][CH:37]=[CH:36][C:3]=1[O:4][C:5]1[CH:10]=[CH:9][C:8]([C:11]2[C:12]([CH2:22][N:23]([CH3:35])[CH2:24][CH2:25][N:26](C)[C:27](=O)OC(C)(C)C)=[N:13][N:14](C3CCCCO3)[CH:15]=2)=[CH:7][CH:6]=1.O.[C:41]([OH:47])([C:43]([F:46])([F:45])[F:44])=[O:42].CC#N. Product: [F:44][C:43]([F:46])([F:45])[C:41]([OH:47])=[O:42].[F:1][C:2]1[CH:39]=[CH:38][CH:37]=[CH:36][C:3]=1[O:4][C:5]1[CH:6]=[CH:7][C:8]([C:11]2[C:12]([CH2:22][N:23]([CH3:35])[CH2:24][CH2:25][NH:26][CH3:27])=[N:13][NH:14][CH:15]=2)=[CH:9][CH:10]=1. The catalyst class is: 33. (5) Reactant: [CH2:1]([O:8][C:9]1[CH:14]=[CH:13][C:12]([S:15](Cl)(=O)=O)=[CH:11][CH:10]=1)[C:2]1[CH:7]=[CH:6][CH:5]=[CH:4][CH:3]=1.S(=O)(=O)(O)O. Product: [CH2:1]([O:8][C:9]1[CH:10]=[CH:11][C:12]([SH:15])=[CH:13][CH:14]=1)[C:2]1[CH:3]=[CH:4][CH:5]=[CH:6][CH:7]=1. The catalyst class is: 401. (6) Reactant: C[O:2][C:3](=[O:28])[CH2:4][CH:5]1[CH2:8][N:7]([CH:9]2[CH2:27][CH2:26][C:11]3([C:17]4[CH:18]=[CH:19][CH:20]=[CH:21][C:16]=4[CH2:15][C:14]4[CH:22]=[CH:23][CH:24]=[CH:25][C:13]=4[CH2:12]3)[CH2:10]2)[CH2:6]1.[OH-].[K+]. Product: [CH:3]([OH:28])=[O:2].[CH:25]1[C:13]2[CH2:12][C:11]3([CH2:26][CH2:27][CH:9]([N:7]4[CH2:8][CH:5]([CH2:4][C:3]([OH:28])=[O:2])[CH2:6]4)[CH2:10]3)[C:17]3[CH:18]=[CH:19][CH:20]=[CH:21][C:16]=3[CH2:15][C:14]=2[CH:22]=[CH:23][CH:24]=1. The catalyst class is: 72. (7) Reactant: [O:1]=[C:2]([N:10]1[CH2:15][CH2:14][CH2:13][CH2:12][CH:11]1[C:16]([O:18]CC)=[O:17])[C:3](=[O:9])[C:4]([CH3:8])([CH3:7])[CH2:5][CH3:6].[Li+].[OH-].CO.Cl. Product: [O:1]=[C:2]([N:10]1[CH2:15][CH2:14][CH2:13][CH2:12][CH:11]1[C:16]([OH:18])=[O:17])[C:3](=[O:9])[C:4]([CH3:7])([CH3:8])[CH2:5][CH3:6]. The catalyst class is: 6.